Dataset: CYP1A2 inhibition data for predicting drug metabolism from PubChem BioAssay. Task: Regression/Classification. Given a drug SMILES string, predict its absorption, distribution, metabolism, or excretion properties. Task type varies by dataset: regression for continuous measurements (e.g., permeability, clearance, half-life) or binary classification for categorical outcomes (e.g., BBB penetration, CYP inhibition). Dataset: cyp1a2_veith. (1) The drug is COC(=O)[C@@]1(Cc2ccc(F)cc2)[C@H]2c3cc(C(=O)N4CCCC4)n(CCc4c[nH]c5cc(F)ccc45)c3C[C@H]2CN1C(=O)c1ccccc1. The result is 0 (non-inhibitor). (2) The drug is COc1ccc(Cc2nnc(NC(=O)CSc3ccc(C)cc3)s2)cc1OC. The result is 0 (non-inhibitor).